Dataset: Reaction yield outcomes from USPTO patents with 853,638 reactions. Task: Predict the reaction yield, written as a fraction of the theoretical maximum amount of product (1.0 means a 100% yield; for example, 0.34 means a 34% yield). (1) The reactants are O.[OH-].[Li+].[CH3:4][O:5][C:6]([N:8]1[CH2:13][C:12](=[O:14])[N:11]2[CH:15]([C:18]([O:20]CC)=[O:19])[CH2:16][CH2:17][CH:10]2[CH2:9]1)=[O:7].Cl. The catalyst is O.CO.O1CCCC1. The product is [CH3:4][O:5][C:6]([N:8]1[CH2:13][C:12](=[O:14])[N:11]2[CH:15]([C:18]([OH:20])=[O:19])[CH2:16][CH2:17][CH:10]2[CH2:9]1)=[O:7]. The yield is 1.00. (2) The catalyst is CN(C=O)C. The reactants are [Cl:1][C:2]1[C:3]2[CH:10]=[CH:9][NH:8][C:4]=2[N:5]=[CH:6][N:7]=1.C(=O)([O-])[O-].[K+].[K+].[CH2:17](Cl)[C:18]1[CH:23]=[CH:22][CH:21]=[CH:20][CH:19]=1. The yield is 0.800. The product is [CH2:17]([N:8]1[C:4]2[N:5]=[CH:6][N:7]=[C:2]([Cl:1])[C:3]=2[CH:10]=[CH:9]1)[C:18]1[CH:23]=[CH:22][CH:21]=[CH:20][CH:19]=1. (3) The reactants are [F:1][C:2]1[CH:3]=[C:4]([OH:8])[CH:5]=[CH:6][CH:7]=1.[Br:9][CH2:10][CH2:11][CH2:12]Br.C([O-])([O-])=O.[Cs+].[Cs+]. The catalyst is C(#N)C. The product is [F:1][C:2]1[CH:3]=[C:4]([O:8][CH2:12][CH2:11][CH2:10][Br:9])[CH:5]=[CH:6][CH:7]=1. The yield is 0.132. (4) The reactants are I[C:2]1[CH:3]=[CH:4][C:5]2[N:6]([CH:8]=[C:9]([C:11]3[C:12]([C:17]4[CH:22]=[CH:21][CH:20]=[CH:19][CH:18]=4)=[N:13][O:14][C:15]=3[CH3:16])[N:10]=2)[CH:7]=1.[NH:23]1[CH:27]=[CH:26][CH:25]=[CH:24]1. No catalyst specified. The product is [CH3:16][C:15]1[O:14][N:13]=[C:12]([C:17]2[CH:22]=[CH:21][CH:20]=[CH:19][CH:18]=2)[C:11]=1[C:9]1[N:10]=[C:5]2[CH:4]=[CH:3][C:2]([N:23]3[CH:27]=[CH:26][CH:25]=[CH:24]3)=[CH:7][N:6]2[CH:8]=1. The yield is 0.0700. (5) The yield is 0.760. The product is [Cl:10][C:6]1[C:7]([CH:8]=[O:9])=[C:2]([NH:16][C:15]2[C:14]([F:13])=[CH:20][CH:19]=[CH:18][C:17]=2[F:21])[N:3]=[C:4]([S:11][CH3:12])[N:5]=1. The reactants are Cl[C:2]1[C:7]([CH:8]=[O:9])=[C:6]([Cl:10])[N:5]=[C:4]([S:11][CH3:12])[N:3]=1.[F:13][C:14]1[CH:20]=[CH:19][CH:18]=[C:17]([F:21])[C:15]=1[NH2:16].CCN(CC)CC.O. The catalyst is C(Cl)(Cl)Cl. (6) The reactants are [CH:1]1([OH:7])[CH2:6][CH2:5][CH2:4][CH2:3][CH2:2]1.[H-].[Na+].[Cl:10][C:11]1[CH:16]=[C:15]([N+]([O-])=O)[CH:14]=[CH:13][N:12]=1. No catalyst specified. The product is [Cl:10][C:11]1[CH:16]=[C:15]([O:7][CH:1]2[CH2:6][CH2:5][CH2:4][CH2:3][CH2:2]2)[CH:14]=[CH:13][N:12]=1. The yield is 0.890. (7) The reactants are [C:1]([O:5][C:6](=[O:31])[NH:7][C@H:8]([C:17](N1[C@@H](C2C=CC=CC=2)COC1=O)=[O:18])[C@@H:9]([C:11]1[CH:16]=[CH:15][CH:14]=[CH:13][CH:12]=1)[CH3:10])([CH3:4])([CH3:3])[CH3:2].OO.[OH-].[Li+].S([O-])(O)=[O:37].[Na+]. The catalyst is O1CCCC1.O. The product is [C:1]([O:5][C:6]([NH:7][C@@H:8]([C@@H:9]([C:11]1[CH:12]=[CH:13][CH:14]=[CH:15][CH:16]=1)[CH3:10])[C:17]([OH:18])=[O:37])=[O:31])([CH3:2])([CH3:3])[CH3:4]. The yield is 0.900.